This data is from Full USPTO retrosynthesis dataset with 1.9M reactions from patents (1976-2016). The task is: Predict the reactants needed to synthesize the given product. (1) Given the product [NH2:1][C:2]([CH3:49])([CH3:48])[CH2:3][CH2:4][CH2:5][O:6][C:7]1[CH:8]=[C:9]2[C:13](=[CH:14][CH:15]=1)[N:12]([CH3:16])[N:11]=[C:10]2[C:17]1[N:22]=[C:21]2[C:23]([C:45]([NH:54][C:50]([CH3:53])([CH3:52])[CH3:51])=[O:46])=[CH:24][N:25]([C:26]([C:39]3[CH:44]=[CH:43][CH:42]=[CH:41][CH:40]=3)([C:33]3[CH:38]=[CH:37][CH:36]=[CH:35][CH:34]=3)[C:27]3[CH:32]=[CH:31][CH:30]=[CH:29][CH:28]=3)[C:20]2=[N:19][CH:18]=1, predict the reactants needed to synthesize it. The reactants are: [NH2:1][C:2]([CH3:49])([CH3:48])[CH2:3][CH2:4][CH2:5][O:6][C:7]1[CH:8]=[C:9]2[C:13](=[CH:14][CH:15]=1)[N:12]([CH3:16])[N:11]=[C:10]2[C:17]1[N:22]=[C:21]2[C:23]([C:45](O)=[O:46])=[CH:24][N:25]([C:26]([C:39]3[CH:44]=[CH:43][CH:42]=[CH:41][CH:40]=3)([C:33]3[CH:38]=[CH:37][CH:36]=[CH:35][CH:34]=3)[C:27]3[CH:32]=[CH:31][CH:30]=[CH:29][CH:28]=3)[C:20]2=[N:19][CH:18]=1.[C:50]([NH2:54])([CH3:53])([CH3:52])[CH3:51].CN(C(ON1N=NC2C=CC=NC1=2)=[N+](C)C)C.F[P-](F)(F)(F)(F)F. (2) Given the product [CH3:1][O:2][C:3](=[O:16])[C:4]1[CH:12]=[C:11]([N+:13]([O-:15])=[O:14])[CH:10]=[C:6]([C:7]#[N:9])[CH:5]=1, predict the reactants needed to synthesize it. The reactants are: [CH3:1][O:2][C:3](=[O:16])[C:4]1[CH:12]=[C:11]([N+:13]([O-:15])=[O:14])[CH:10]=[C:6]([C:7]([NH2:9])=O)[CH:5]=1.CCN(CC)CC.FC(F)(F)C(OC(=O)C(F)(F)F)=O. (3) Given the product [C:1]12([CH2:11][O:12][C:13]3[C:25]([C:26]4([OH:30])[CH2:27][O:28][CH2:29]4)=[CH:24][C:16]([C:17]([OH:19])=[O:18])=[C:15]([F:31])[CH:14]=3)[CH2:10][CH:5]3[CH2:4][CH:3]([CH2:9][CH:7]([CH2:6]3)[CH2:8]1)[CH2:2]2, predict the reactants needed to synthesize it. The reactants are: [C:1]12([CH2:11][O:12][C:13]3[C:25]([C:26]4([OH:30])[CH2:29][O:28][CH2:27]4)=[CH:24][C:16]([C:17]([O:19]C(C)(C)C)=[O:18])=[C:15]([F:31])[CH:14]=3)[CH2:10][CH:5]3[CH2:6][CH:7]([CH2:9][CH:3]([CH2:4]3)[CH2:2]1)[CH2:8]2.FC(F)(F)C(O)=O. (4) Given the product [NH2:14][C:13]1[C:8]2[N:9]([C:5]([CH:1]3[CH2:4][CH2:3][CH2:2]3)=[N:6][C:7]=2[C:20]2[CH:21]=[CH:22][C:23]([F:24])=[C:18]([CH:19]=2)[C:16]#[N:17])[CH:10]=[CH:11][N:12]=1, predict the reactants needed to synthesize it. The reactants are: [CH:1]1([C:5]2[N:9]3[CH:10]=[CH:11][N:12]=[C:13]([NH2:14])[C:8]3=[C:7](I)[N:6]=2)[CH2:4][CH2:3][CH2:2]1.[C:16]([C:18]1[CH:19]=[C:20](B(O)O)[CH:21]=[CH:22][C:23]=1[F:24])#[N:17]. (5) Given the product [C:23]1([C:58]2[CH:63]=[CH:62][CH:61]=[CH:60][CH:59]=2)[CH:28]=[CH:27][C:26]([N:29]([C:46]2[CH:51]=[CH:50][C:49]([C:52]3[CH:57]=[CH:56][CH:55]=[CH:54][CH:53]=3)=[CH:48][CH:47]=2)[C:30]2[C:42]3[C:41]4[C:36](=[CH:37][CH:38]=[CH:39][CH:40]=4)[C:35]([CH3:44])([CH3:43])[C:34]=3[C:33]([C:16]3[CH:17]=[CH:18][C:19]4[N:7]([C:1]5[CH:6]=[CH:5][CH:4]=[CH:3][CH:2]=5)[C:8]5[C:13]([C:14]=4[CH:15]=3)=[CH:12][CH:11]=[CH:10][CH:9]=5)=[CH:32][CH:31]=2)=[CH:25][CH:24]=1, predict the reactants needed to synthesize it. The reactants are: [C:1]1([N:7]2[C:19]3[CH:18]=[CH:17][C:16](B(O)O)=[CH:15][C:14]=3[C:13]3[C:8]2=[CH:9][CH:10]=[CH:11][CH:12]=3)[CH:6]=[CH:5][CH:4]=[CH:3][CH:2]=1.[C:23]1([C:58]2[CH:63]=[CH:62][CH:61]=[CH:60][CH:59]=2)[CH:28]=[CH:27][C:26]([N:29]([C:46]2[CH:51]=[CH:50][C:49]([C:52]3[CH:57]=[CH:56][CH:55]=[CH:54][CH:53]=3)=[CH:48][CH:47]=2)[C:30]2[C:42]3[C:41]4[C:36](=[CH:37][CH:38]=[CH:39][CH:40]=4)[C:35]([CH3:44])([CH3:43])[C:34]=3[C:33](Br)=[CH:32][CH:31]=2)=[CH:25][CH:24]=1. (6) The reactants are: [CH2:1]([N:8]1[CH:12]=[C:11]([C:13]2[CH:18]=[CH:17][C:16]([N+:19]([O-:21])=[O:20])=[CH:15][C:14]=2[O:22]C)[CH:10]=[N:9]1)[C:2]1[CH:7]=[CH:6][CH:5]=[CH:4][CH:3]=1.B(Br)(Br)Br. Given the product [CH2:1]([N:8]1[CH:12]=[C:11]([C:13]2[CH:18]=[CH:17][C:16]([N+:19]([O-:21])=[O:20])=[CH:15][C:14]=2[OH:22])[CH:10]=[N:9]1)[C:2]1[CH:7]=[CH:6][CH:5]=[CH:4][CH:3]=1, predict the reactants needed to synthesize it.